This data is from Reaction yield outcomes from USPTO patents with 853,638 reactions. The task is: Predict the reaction yield, written as a fraction of the theoretical maximum amount of product (1.0 means a 100% yield; for example, 0.34 means a 34% yield). (1) The reactants are [CH3:1][O:2][C:3]1[CH:8]=[CH:7][CH:6]=[CH:5][C:4]=1[C:9]1[C:17]2[C:12](=[N:13][CH:14]=[C:15]([C:18]3[CH:19]=[C:20]([OH:24])[CH:21]=[CH:22][CH:23]=3)[CH:16]=2)[NH:11][CH:10]=1.[NH:25]1[CH2:30][CH2:29][O:28][CH2:27][CH2:26]1.[CH2:31]=O. The catalyst is CO.C1(C)C=CC=CC=1. The product is [CH3:1][O:2][C:3]1[CH:8]=[CH:7][CH:6]=[CH:5][C:4]=1[C:9]1[C:17]2[C:12](=[N:13][CH:14]=[C:15]([C:18]3[CH:23]=[CH:22][C:21]([CH2:31][N:25]4[CH2:30][CH2:29][O:28][CH2:27][CH2:26]4)=[C:20]([OH:24])[CH:19]=3)[CH:16]=2)[NH:11][CH:10]=1. The yield is 0.630. (2) The reactants are O[CH2:2][C:3]1[C:11]([CH2:12][C@H:13]2[CH2:17][CH2:16][O:15][C:14]2=[O:18])=[CH:10][CH:9]=[C:8]2[C:4]=1[CH:5]=[N:6][NH:7]2.S(Cl)(Cl)=O.[C:23](=[O:26])([O-])[O-].[K+].[K+].[CH2:29]([NH2:34])[C:30]([CH3:33])([CH3:32])[CH3:31].Cl[CH2:36]Cl. No catalyst specified. The product is [C:14]([O:15][CH2:16][CH2:17][C@H:13]1[C:23](=[O:26])[N:34]([CH2:29][C:30]([CH3:33])([CH3:32])[CH3:31])[CH2:2][C:3]2[C:4]3[CH:5]=[N:6][NH:7][C:8]=3[CH:9]=[CH:10][C:11]=2[CH2:12]1)(=[O:18])[CH3:36]. The yield is 0.190. (3) The reactants are [F:1][C:2]1[CH:3]=[C:4]([C:9]2([O:14][CH3:15])[CH2:13][CH2:12][NH:11][CH2:10]2)[CH:5]=[C:6]([F:8])[CH:7]=1.[H-].[Na+].[CH2:18](Br)[C:19]1[CH:24]=[CH:23][CH:22]=[CH:21][CH:20]=1.Cl. The catalyst is CN(C)C=O. The product is [CH2:18]([N:11]1[CH2:12][CH2:13][C:9]([C:4]2[CH:5]=[C:6]([F:8])[CH:7]=[C:2]([F:1])[CH:3]=2)([O:14][CH3:15])[CH2:10]1)[C:19]1[CH:24]=[CH:23][CH:22]=[CH:21][CH:20]=1. The yield is 0.620. (4) The reactants are FC(F)(F)S(O[C:7]1[C:16]([Cl:17])=[C:15]2[C:10]([CH2:11][CH2:12][NH:13][C:14]2=[O:18])=[CH:9][CH:8]=1)(=O)=O.[CH3:21][N:22]1[C:26](B2OC(C)(C)C(C)(C)O2)=[CH:25][CH:24]=[N:23]1.C([O-])([O-])=O.[Na+].[Na+]. The catalyst is CN(C=O)C.C1C=CC(P(C2C=CC=CC=2)[C-]2C=CC=C2)=CC=1.C1C=CC(P(C2C=CC=CC=2)[C-]2C=CC=C2)=CC=1.Cl[Pd]Cl.[Fe+2].C(Cl)Cl. The product is [Cl:17][C:16]1[C:7]([C:26]2[N:22]([CH3:21])[N:23]=[CH:24][CH:25]=2)=[CH:8][CH:9]=[C:10]2[C:15]=1[C:14](=[O:18])[NH:13][CH2:12][CH2:11]2. The yield is 0.200. (5) The reactants are [CH3:1][O:2][C:3]1[CH:4]=[C:5]2[C:10](=[CH:11][C:12]=1[O:13][CH3:14])[N:9]=[CH:8][CH:7]=[C:6]2[O:15][C:16]1[CH:22]=[CH:21][C:19]([NH2:20])=[C:18]([CH3:23])[C:17]=1[CH3:24].C([N:27](CC)CC)C.[C:32](Cl)(Cl)=[S:33].[CH2:36]([N:40]([CH2:45][CH2:46][CH2:47][CH3:48])[CH2:41][CH:42](N)[CH3:43])[CH2:37][CH2:38][CH3:39]. The catalyst is CN(C)C=O.C(OCC)(=O)C. The product is [CH3:1][O:2][C:3]1[CH:4]=[C:5]2[C:10](=[CH:11][C:12]=1[O:13][CH3:14])[N:9]=[CH:8][CH:7]=[C:6]2[O:15][C:16]1[CH:22]=[CH:21][C:19]([NH:20][C:32]([NH:27][CH2:43][CH2:42][CH2:41][N:40]([CH2:36][CH2:37][CH2:38][CH3:39])[CH2:45][CH2:46][CH2:47][CH3:48])=[S:33])=[C:18]([CH3:23])[C:17]=1[CH3:24]. The yield is 0.370. (6) The reactants are [I:1][C:2]1[CH:11]=[CH:10][C:5]2[N:6]=[C:7]([SH:9])[S:8][C:4]=2[CH:3]=1.[C:12](=O)([O-])[O-].[K+].[K+].CI. The catalyst is C1COCC1. The product is [I:1][C:2]1[CH:11]=[CH:10][C:5]2[N:6]=[C:7]([S:9][CH3:12])[S:8][C:4]=2[CH:3]=1. The yield is 0.760. (7) The reactants are Br[C:2]1[CH:11]=[CH:10][CH:9]=[C:8]2[C:3]=1[CH:4]=[C:5]([O:12][CH3:13])[CH:6]=[N:7]2. The catalyst is CC(=O)OCC. The product is [CH3:13][O:12][C:5]1[CH:6]=[N:7][C:8]2[C:3]([CH:4]=1)=[C:2]([CH2:3][CH2:4][CH:5]=[O:12])[CH:11]=[CH:10][CH:9]=2. The yield is 0.300. (8) The reactants are [H-].[Na+].[CH3:3][C:4]1[CH:5]=[N:6][NH:7][CH:8]=1.Cl[CH2:10][C:11]1[CH:16]=[CH:15][C:14]([N:17]2[C:25]3[CH2:24][CH2:23][CH2:22][CH2:21][C:20]=3[C:19]([C:26]([F:29])([F:28])[F:27])=[N:18]2)=[CH:13][CH:12]=1. The product is [CH3:3][C:4]1[CH:5]=[N:6][N:7]([CH2:10][C:11]2[CH:16]=[CH:15][C:14]([N:17]3[C:25]4[CH2:24][CH2:23][CH2:22][CH2:21][C:20]=4[C:19]([C:26]([F:29])([F:27])[F:28])=[N:18]3)=[CH:13][CH:12]=2)[CH:8]=1. The catalyst is CN(C=O)C. The yield is 0.600.